Dataset: Forward reaction prediction with 1.9M reactions from USPTO patents (1976-2016). Task: Predict the product of the given reaction. (1) Given the reactants [Br:1][C:2]1[CH:3]=[C:4]([C:8]2([CH:15]([F:17])[F:16])[NH:13][C:12](=O)[CH2:11][O:10][CH2:9]2)[CH:5]=[CH:6][CH:7]=1.P12(SP3(SP(SP(S3)(S1)=S)(=S)S2)=S)=[S:19].C(OCC)(=O)C, predict the reaction product. The product is: [Br:1][C:2]1[CH:3]=[C:4]([C:8]2([CH:15]([F:17])[F:16])[NH:13][C:12](=[S:19])[CH2:11][O:10][CH2:9]2)[CH:5]=[CH:6][CH:7]=1. (2) Given the reactants [C:1]([O:5][CH3:6])(=[O:4])[CH2:2][SH:3].[H-].[Na+].Cl[C:10]1[CH:17]=[CH:16][C:15]([N+:18]([O-:20])=[O:19])=[CH:14][C:11]=1[CH:12]=O.Cl, predict the reaction product. The product is: [N+:18]([C:15]1[CH:16]=[CH:17][C:10]2[S:3][C:2]([C:1]([O:5][CH3:6])=[O:4])=[CH:12][C:11]=2[CH:14]=1)([O-:20])=[O:19]. (3) Given the reactants [NH2:1][CH2:2][CH2:3][N:4]1[CH:8]=[C:7]([Br:9])[CH:6]=[C:5]1[C:10]([O:12]C)=O.C(O)C.[OH-].[NH4+], predict the reaction product. The product is: [Br:9][C:7]1[CH:6]=[C:5]2[C:10](=[O:12])[NH:1][CH2:2][CH2:3][N:4]2[CH:8]=1. (4) Given the reactants [F:1][C:2]([F:13])([F:12])[CH2:3]OS(C(F)(F)F)(=O)=O.[Cl:14][C:15]1[C:20]([NH:21][C:22]([C:24]2[CH:25]=[N:26][N:27]([CH:29]3[CH2:34][CH2:33][CH2:32][CH2:31][O:30]3)[CH:28]=2)=[O:23])=[CH:19][C:18]([Cl:35])=[CH:17][N:16]=1.CC([O-])(C)C.[K+].O, predict the reaction product. The product is: [Cl:14][C:15]1[C:20]([N:21]([CH2:3][C:2]([F:13])([F:12])[F:1])[C:22]([C:24]2[CH:25]=[N:26][N:27]([CH:29]3[CH2:34][CH2:33][CH2:32][CH2:31][O:30]3)[CH:28]=2)=[O:23])=[CH:19][C:18]([Cl:35])=[CH:17][N:16]=1. (5) Given the reactants C(N(CC)CC)C.C(O)=O.[CH2:11]([O:13][C:14](=[O:45])[CH2:15][C:16]1([CH2:19][CH2:20][C:21]([CH2:34][C:35]2[CH:40]=[CH:39][C:38]([C:41]([O:43][CH3:44])=[O:42])=[CH:37][CH:36]=2)(C(OCC=C)=O)[C:22]([O:24]CC=C)=[O:23])[CH2:18][CH2:17]1)[CH3:12].C1(P(C2C=CC=CC=2)C2C=CC=CC=2)C=CC=CC=1, predict the reaction product. The product is: [CH2:11]([O:13][C:14](=[O:45])[CH2:15][C:16]1([CH2:19][CH2:20][CH:21]([CH2:34][C:35]2[CH:36]=[CH:37][C:38]([C:41]([O:43][CH3:44])=[O:42])=[CH:39][CH:40]=2)[C:22]([OH:24])=[O:23])[CH2:18][CH2:17]1)[CH3:12]. (6) Given the reactants [OH-].[Na+].C([O:5][C:6](=[O:36])[CH2:7][S:8][C:9]1[CH:14]=[CH:13][C:12]([O:15][CH2:16][CH2:17][C@@H:18]([O:20][C:21]2[C:26]([O:27][C:28]3[CH:33]=[CH:32][CH:31]=[CH:30][CH:29]=3)=[CH:25][C:24]([Cl:34])=[CH:23][N:22]=2)[CH3:19])=[CH:11][C:10]=1[CH3:35])C.Cl, predict the reaction product. The product is: [Cl:34][C:24]1[CH:25]=[C:26]([O:27][C:28]2[CH:29]=[CH:30][CH:31]=[CH:32][CH:33]=2)[C:21]([O:20][C@@H:18]([CH3:19])[CH2:17][CH2:16][O:15][C:12]2[CH:13]=[CH:14][C:9]([S:8][CH2:7][C:6]([OH:36])=[O:5])=[C:10]([CH3:35])[CH:11]=2)=[N:22][CH:23]=1.